Dataset: Full USPTO retrosynthesis dataset with 1.9M reactions from patents (1976-2016). Task: Predict the reactants needed to synthesize the given product. (1) Given the product [Cl:1][C:2]1[CH:3]=[CH:4][C:5]([C:28]([F:29])([F:31])[F:30])=[C:6]([CH:27]=1)[CH2:7][N:8]1[CH2:13][CH2:12][NH:11][C:10]2[N:14]=[CH:15][C:16]([C:18]3[CH:19]=[C:20]([C:21]([N:44]4[CH2:45][CH2:46][N:41]([C:35]5[C:36]6[S:40][CH:39]=[CH:38][C:37]=6[N:32]=[CH:33][N:34]=5)[CH2:42][CH2:43]4)=[O:22])[CH:24]=[CH:25][CH:26]=3)=[CH:17][C:9]1=2, predict the reactants needed to synthesize it. The reactants are: [Cl:1][C:2]1[CH:3]=[CH:4][C:5]([C:28]([F:31])([F:30])[F:29])=[C:6]([CH:27]=1)[CH2:7][N:8]1[CH2:13][CH2:12][NH:11][C:10]2[N:14]=[CH:15][C:16]([C:18]3[CH:19]=[C:20]([CH:24]=[CH:25][CH:26]=3)[C:21](O)=[O:22])=[CH:17][C:9]1=2.[N:32]1[C:37]2[CH:38]=[CH:39][S:40][C:36]=2[C:35]([N:41]2[CH2:46][CH2:45][NH:44][CH2:43][CH2:42]2)=[N:34][CH:33]=1. (2) The reactants are: [C:1]([C:3]([C:6]1[CH:7]=[C:8]([CH:12]=[CH:13][CH:14]=1)[C:9](O)=[O:10])([CH3:5])[CH3:4])#[N:2].CN(C)C=O.C(Cl)(=O)C([Cl:23])=O. Given the product [C:1]([C:3]([C:6]1[CH:7]=[C:8]([CH:12]=[CH:13][CH:14]=1)[C:9]([Cl:23])=[O:10])([CH3:5])[CH3:4])#[N:2], predict the reactants needed to synthesize it. (3) The reactants are: [NH2:1][C@@H:2]([C:10]1[NH:11][C:12]2[C:17]([CH:18]=1)=[CH:16][C:15]([Cl:19])=[CH:14][C:13]=2[NH:20][CH2:21][C:22]1[CH:27]=[CH:26][CH:25]=[CH:24][CH:23]=1)[CH2:3][C:4]1[CH:9]=[CH:8][CH:7]=[CH:6][CH:5]=1.C(OC([N:35]1[CH2:39][CH2:38][C:37](=O)[CH2:36]1)=O)(C)(C)C. Given the product [CH2:21]([NH:20][C:13]1[CH:14]=[C:15]([Cl:19])[CH:16]=[C:17]2[C:12]=1[NH:11][C:10]([C@H:2]([NH:1][CH:37]1[CH2:38][CH2:39][NH:35][CH2:36]1)[CH2:3][C:4]1[CH:5]=[CH:6][CH:7]=[CH:8][CH:9]=1)=[CH:18]2)[C:22]1[CH:27]=[CH:26][CH:25]=[CH:24][CH:23]=1, predict the reactants needed to synthesize it. (4) Given the product [F:11][C:7]1[CH:6]=[C:5]2[C:10]([C:2]([C:26]3[CH:27]=[N:28][C:23]([O:22][CH3:21])=[CH:24][CH:25]=3)=[CH:3][N:4]2[S:12]([C:15]2[CH:20]=[CH:19][CH:18]=[CH:17][CH:16]=2)(=[O:14])=[O:13])=[CH:9][CH:8]=1, predict the reactants needed to synthesize it. The reactants are: Br[C:2]1[C:10]2[C:5](=[CH:6][C:7]([F:11])=[CH:8][CH:9]=2)[N:4]([S:12]([C:15]2[CH:20]=[CH:19][CH:18]=[CH:17][CH:16]=2)(=[O:14])=[O:13])[CH:3]=1.[CH3:21][O:22][C:23]1[N:28]=[CH:27][C:26](B(O)O)=[CH:25][CH:24]=1.[O-]P([O-])([O-])=O.[K+].[K+].[K+].COC1C=CC=C(OC)C=1C1C=CC=CC=1P(C1CCCCC1)C1CCCCC1. (5) Given the product [F:11][C:12]1[CH:17]=[CH:16][C:15]([CH2:18][C:19]2[NH:26][N:25]=[C:1]([C:2]3[CH:7]=[CH:6][N:5]=[CH:4][CH:3]=3)[CH:20]=2)=[CH:14][CH:13]=1, predict the reactants needed to synthesize it. The reactants are: [C:1](OC)(=O)[C:2]1[CH:7]=[CH:6][N:5]=[CH:4][CH:3]=1.[F:11][C:12]1[CH:17]=[CH:16][C:15]([CH2:18][C:19](=O)[CH3:20])=[CH:14][CH:13]=1.C[O-].[Na+].[NH2:25][NH2:26]. (6) Given the product [CH2:21]([O:28][C:29]1[CH:51]=[CH:50][C:49]([N:52]2[CH2:53][CH2:54][O:55][CH2:56][CH2:57]2)=[CH:48][C:30]=1[C:31]([NH:33][C:34]1[CH:46]=[C:45]([C:8]2[S:7][CH:11]=[CH:10][CH:9]=2)[CH:44]=[CH:43][C:35]=1[C:36]([O:38][C:39]([CH3:42])([CH3:41])[CH3:40])=[O:37])=[O:32])[C:22]1[CH:27]=[CH:26][CH:25]=[CH:24][CH:23]=1, predict the reactants needed to synthesize it. The reactants are: COCCOC.[S:7]1[CH:11]=[CH:10][CH:9]=[C:8]1B(O)O.C(=O)([O-])[O-].[Na+].[Na+].[CH2:21]([O:28][C:29]1[CH:51]=[CH:50][C:49]([N:52]2[CH2:57][CH2:56][O:55][CH2:54][CH2:53]2)=[CH:48][C:30]=1[C:31]([NH:33][C:34]1[CH:46]=[C:45](Br)[CH:44]=[CH:43][C:35]=1[C:36]([O:38][C:39]([CH3:42])([CH3:41])[CH3:40])=[O:37])=[O:32])[C:22]1[CH:27]=[CH:26][CH:25]=[CH:24][CH:23]=1. (7) Given the product [CH:18]1([NH:19][C:20]([C:21]2[CH:22]=[C:23]([C:2]3[CH:7]=[CH:6][C:5]([C:8]4[N:12]=[C:11]([CH3:13])[O:10][N:9]=4)=[CH:4][C:3]=3[CH3:14])[C:24]([CH3:27])=[CH:25][CH:26]=2)=[O:37])[CH2:15][CH2:17]1, predict the reactants needed to synthesize it. The reactants are: Br[C:2]1[CH:7]=[CH:6][C:5]([C:8]2[N:12]=[C:11]([CH3:13])[O:10][N:9]=2)=[CH:4][C:3]=1[CH3:14].[CH:15]1([CH2:18][NH:19][C:20](=[O:37])[C:21]2[CH:26]=[CH:25][C:24]([CH3:27])=[C:23](B3OC(C)(C)C(C)(C)O3)[CH:22]=2)[CH2:17]C1.